Task: Predict the reaction yield, written as a fraction of the theoretical maximum amount of product (1.0 means a 100% yield; for example, 0.34 means a 34% yield).. Dataset: Reaction yield outcomes from USPTO patents with 853,638 reactions The yield is 0.640. The reactants are C(NC(C)C)(C)C.C([Li])CCC.[Br:13][C:14]1[CH:19]=[CH:18][C:17]([F:20])=[C:16]([CH3:21])[CH:15]=1.CN([CH:25]=[O:26])C. The product is [Br:13][C:14]1[CH:15]=[C:16]([CH3:21])[C:17]([F:20])=[C:18]([CH:19]=1)[CH:25]=[O:26]. The catalyst is C1COCC1.